This data is from Experimentally validated miRNA-target interactions with 360,000+ pairs, plus equal number of negative samples. The task is: Binary Classification. Given a miRNA mature sequence and a target amino acid sequence, predict their likelihood of interaction. (1) The miRNA is cel-miR-4933 with sequence UGGCAGUGACCUAUUCUGGCCA. The protein sequence of the target gene is MSWSGLLHGLNTSLTCGPALVPRLWATCSMATLNQMHRLGPPKRPPRKLGPTEGRPQLKGVVLCTFTRKPKKPNSANRKCCRVRLSTGREAVCFIPGEGHTLQEHQIVLVEGGRTQDLPGVKLTVVRGKYDCGHVQKK. Result: 0 (no interaction). (2) The miRNA is hsa-miR-521 with sequence AACGCACUUCCCUUUAGAGUGU. The protein sequence of the target gene is MEQGEASPPVPAEHEAKCDTSNNEEEGELFDFDSGDEVPEADRQVPSADDRTRGAEAGGADENTCPAGNGTGAEPAPEAEPAKLVVPTKVNPYSVIDITPLQEDQPSSPDANTEEEGVGLRVPSGYSVPVPCGYAVPSNLPLLLPAYSSPVIIRAESVEEEEAAETVGDGQCNSLSSEDLPHSSEQGSQEGSALARWAADPANTAWMENPEEAIYDDVPRENSDSEPDEMIYDDVENGEEGGNSSPEYGWSSSEFESYEEPSDSEGKNGIPRSFLRSSHKKQLSHDLTRFKAHCEEKMRG.... Result: 0 (no interaction).